Dataset: TCR-epitope binding with 47,182 pairs between 192 epitopes and 23,139 TCRs. Task: Binary Classification. Given a T-cell receptor sequence (or CDR3 region) and an epitope sequence, predict whether binding occurs between them. (1) The TCR CDR3 sequence is CASSLGLASSDTQYF. The epitope is MPASWVMRI. Result: 1 (the TCR binds to the epitope). (2) The epitope is SSNVANYQK. The TCR CDR3 sequence is CASSEASAGTSYNEQFF. Result: 0 (the TCR does not bind to the epitope). (3) The epitope is KLNVGDYFV. The TCR CDR3 sequence is CASSLGLAGPYNEQFF. Result: 1 (the TCR binds to the epitope).